From a dataset of Full USPTO retrosynthesis dataset with 1.9M reactions from patents (1976-2016). Predict the reactants needed to synthesize the given product. (1) Given the product [Br:1][C:2]1[CH:7]=[CH:6][C:5]([O:8][CH:10]2[CH2:13][CH2:12][CH2:11]2)=[CH:4][N:3]=1, predict the reactants needed to synthesize it. The reactants are: [Br:1][C:2]1[CH:7]=[CH:6][C:5]([OH:8])=[CH:4][N:3]=1.Br[CH:10]1[CH2:13][CH2:12][CH2:11]1.C(=O)([O-])[O-].[K+].[K+]. (2) Given the product [CH3:28][O:27][C:23]1[CH:22]=[C:21]([CH:26]=[CH:25][CH:24]=1)[CH2:20][C:19]1[C:3]2[C:4](=[O:18])[N:5]([C:12]3[CH:17]=[CH:16][CH:15]=[CH:14][CH:13]=3)[C:6]3[N:7]=[CH:8][CH:9]=[CH:10][C:11]=3[C:2]=2[NH:32][N:31]=1, predict the reactants needed to synthesize it. The reactants are: O[C:2]1[C:11]2[C:6](=[N:7][CH:8]=[CH:9][CH:10]=2)[N:5]([C:12]2[CH:17]=[CH:16][CH:15]=[CH:14][CH:13]=2)[C:4](=[O:18])[C:3]=1[C:19](=O)[CH2:20][C:21]1[CH:26]=[CH:25][CH:24]=[C:23]([O:27][CH3:28])[CH:22]=1.O.[NH2:31][NH2:32]. (3) Given the product [NH2:9][C:4]1[C:3]([CH:1]=[O:2])=[CH:8][CH:7]=[CH:6][N:5]=1, predict the reactants needed to synthesize it. The reactants are: [CH:1]([C:3]1[C:4]([NH:9]C(=O)C(C)(C)C)=[N:5][CH:6]=[CH:7][CH:8]=1)=[O:2]. (4) Given the product [ClH:1].[F:26][C:20]1[CH:19]=[C:18]([CH:23]=[C:22]([F:24])[C:21]=1[F:25])[C:17]([NH:16][C@H:13]1[CH2:14][CH2:15][C@@H:10]([NH:9][C:4]2[CH:3]=[C:2]([N:29]([CH3:28])[C:30]3[CH:35]=[CH:34][CH:33]=[CH:32][CH:31]=3)[N:7]=[C:6]([CH3:8])[N:5]=2)[CH2:11][CH2:12]1)=[O:27], predict the reactants needed to synthesize it. The reactants are: [Cl:1][C:2]1[N:7]=[C:6]([CH3:8])[N:5]=[C:4]([NH:9][C@@H:10]2[CH2:15][CH2:14][C@H:13]([NH:16][C:17](=[O:27])[C:18]3[CH:23]=[C:22]([F:24])[C:21]([F:25])=[C:20]([F:26])[CH:19]=3)[CH2:12][CH2:11]2)[CH:3]=1.[CH3:28][NH:29][C:30]1[CH:35]=[CH:34][CH:33]=[CH:32][CH:31]=1. (5) The reactants are: Br[C:2]1[C:20]([O:21][CH3:22])=[CH:19][C:5]([C:6]([NH:8][C:9]2[CH:14]=[C:13]([C:15]([F:18])([F:17])[F:16])[CH:12]=[CH:11][N:10]=2)=[O:7])=[C:4]([F:23])[CH:3]=1.[CH3:24][C:25]1([CH3:41])[C:29]([CH3:31])([CH3:30])[O:28][B:27]([B:27]2[O:28][C:29]([CH3:31])([CH3:30])[C:25]([CH3:41])([CH3:24])[O:26]2)[O:26]1.C([O-])(=O)C.[K+]. Given the product [F:23][C:4]1[CH:3]=[C:2]([B:27]2[O:28][C:29]([CH3:31])([CH3:30])[C:25]([CH3:41])([CH3:24])[O:26]2)[C:20]([O:21][CH3:22])=[CH:19][C:5]=1[C:6]([NH:8][C:9]1[CH:14]=[C:13]([C:15]([F:18])([F:17])[F:16])[CH:12]=[CH:11][N:10]=1)=[O:7], predict the reactants needed to synthesize it. (6) Given the product [Br:1][C:2]1[CH:3]=[CH:4][C:5]([C:8]2[N:9]=[CH:10][N:11]([CH2:21][O:22][CH2:23][CH2:24][Si:25]([CH3:28])([CH3:27])[CH3:26])[N:12]=2)=[CH:6][CH:7]=1.[Br:1][C:2]1[CH:3]=[CH:4][C:5]([C:8]2[N:12]([CH2:21][O:22][CH2:23][CH2:24][Si:25]([CH3:28])([CH3:27])[CH3:26])[N:11]=[CH:10][N:9]=2)=[CH:6][CH:7]=1, predict the reactants needed to synthesize it. The reactants are: [Br:1][C:2]1[CH:7]=[CH:6][C:5]([C:8]2[NH:12][N:11]=[CH:10][N:9]=2)=[CH:4][CH:3]=1.CN(C=O)C.[H-].[Na+].Cl[CH2:21][O:22][CH2:23][CH2:24][Si:25]([CH3:28])([CH3:27])[CH3:26]. (7) Given the product [CH2:1]([N:8]([CH3:34])[C:9]([CH:11]1[C:23]2[C:22]3[C:17](=[CH:18][CH:19]=[CH:20][CH:21]=3)[N:16]([CH2:24][CH2:25][OH:26])[C:15]=2[CH2:14][CH2:13][CH2:12]1)=[O:10])[C:2]1[CH:3]=[CH:4][CH:5]=[CH:6][CH:7]=1, predict the reactants needed to synthesize it. The reactants are: [CH2:1]([N:8]([CH3:34])[C:9]([CH:11]1[C:23]2[C:22]3[C:17](=[CH:18][CH:19]=[CH:20][CH:21]=3)[N:16]([CH2:24][CH2:25][O:26]CC3C=CC=CC=3)[C:15]=2[CH2:14][CH2:13][CH2:12]1)=[O:10])[C:2]1[CH:7]=[CH:6][CH:5]=[CH:4][CH:3]=1. (8) Given the product [NH2:22][C:27]1[C:4]([C:5]#[N:6])=[C:23]([NH:10][C@H:9]([C:9]2[N:10]=[C:11]3[CH:16]=[CH:15][CH:14]=[C:13]([C:17]([OH:19])=[O:18])[N:12]3[C:8]=2[C:4]2[CH:5]=[N:6][CH:7]=[C:2]([F:1])[CH:3]=2)[CH3:8])[CH:24]=[CH:25][CH:26]=1, predict the reactants needed to synthesize it. The reactants are: [F:1][C:2]1[CH:3]=[C:4]([C:8]2[N:12]3[C:13]([C:17]([O-:19])=[O:18])=[CH:14][CH:15]=[CH:16][C:11]3=[N:10][CH:9]=2)[CH:5]=[N:6][CH:7]=1.[I-].[Li+].[N:22]1[CH:27]=[CH:26][CH:25]=[CH:24][CH:23]=1.